Task: Predict the reaction yield, written as a fraction of the theoretical maximum amount of product (1.0 means a 100% yield; for example, 0.34 means a 34% yield).. Dataset: Reaction yield outcomes from USPTO patents with 853,638 reactions (1) The reactants are [CH:1]1([C:6]([C:8]2[CH:13]=[CH:12][C:11]([O:14][CH2:15][C:16]3[CH:21]=[CH:20][CH:19]=[CH:18][CH:17]=3)=[CH:10][C:9]=2F)=O)[CH2:5][CH2:4][CH2:3][CH2:2]1.O.[NH2:24][NH2:25]. No catalyst specified. The product is [CH2:15]([O:14][C:11]1[CH:10]=[C:9]2[C:8]([C:6]([CH:1]3[CH2:5][CH2:4][CH2:3][CH2:2]3)=[N:24][NH:25]2)=[CH:13][CH:12]=1)[C:16]1[CH:21]=[CH:20][CH:19]=[CH:18][CH:17]=1. The yield is 0.450. (2) The reactants are C([O:3][C:4](=[O:42])[CH2:5][N:6]([S:30]([N:33]1[C:41]2[C:36](=[CH:37][CH:38]=[CH:39][CH:40]=2)[CH2:35][CH2:34]1)(=[O:32])=[O:31])[CH2:7][C:8]1[CH:13]=[CH:12][CH:11]=[C:10]([O:14][CH2:15][CH2:16][C:17]2[N:18]=[C:19]([C:23]3[CH:28]=[CH:27][C:26]([CH3:29])=[CH:25][CH:24]=3)[O:20][C:21]=2[CH3:22])[CH:9]=1)C.O.[OH-].[Li+]. No catalyst specified. The product is [N:33]1([S:30]([N:6]([CH2:5][C:4]([OH:42])=[O:3])[CH2:7][C:8]2[CH:13]=[CH:12][CH:11]=[C:10]([O:14][CH2:15][CH2:16][C:17]3[N:18]=[C:19]([C:23]4[CH:24]=[CH:25][C:26]([CH3:29])=[CH:27][CH:28]=4)[O:20][C:21]=3[CH3:22])[CH:9]=2)(=[O:31])=[O:32])[C:41]2[C:36](=[CH:37][CH:38]=[CH:39][CH:40]=2)[CH2:35][CH2:34]1. The yield is 0.990.